From a dataset of Peptide-MHC class I binding affinity with 185,985 pairs from IEDB/IMGT. Regression. Given a peptide amino acid sequence and an MHC pseudo amino acid sequence, predict their binding affinity value. This is MHC class I binding data. (1) The peptide sequence is MVASQLARY. The MHC is HLA-A03:01 with pseudo-sequence HLA-A03:01. The binding affinity (normalized) is 0.370. (2) The peptide sequence is MEFEPFQSL. The MHC is HLA-B15:17 with pseudo-sequence HLA-B15:17. The binding affinity (normalized) is 0.0847. (3) The peptide sequence is CYMHVSDFY. The MHC is HLA-B15:01 with pseudo-sequence HLA-B15:01. The binding affinity (normalized) is 0.561. (4) The peptide sequence is TVPWPNASL. The MHC is HLA-A02:03 with pseudo-sequence HLA-A02:03. The binding affinity (normalized) is 0.303. (5) The peptide sequence is ARWLASTPL. The MHC is HLA-A02:06 with pseudo-sequence HLA-A02:06. The binding affinity (normalized) is 0.354. (6) The peptide sequence is ARLMAEALKE. The MHC is Mamu-B03 with pseudo-sequence Mamu-B03. The binding affinity (normalized) is 0.238. (7) The peptide sequence is GPGHKARVL. The MHC is HLA-B08:01 with pseudo-sequence HLA-B08:01. The binding affinity (normalized) is 0.249.